Dataset: Forward reaction prediction with 1.9M reactions from USPTO patents (1976-2016). Task: Predict the product of the given reaction. Given the reactants Br[C:2]1[CH:3]=[CH:4][CH:5]=[C:6]2[C:11]=1[N:10]=[C:9]([C:12]1[CH:17]=[CH:16][CH:15]=[CH:14][CH:13]=1)[CH:8]=[CH:7]2.C([Sn](CCCC)(CCCC)[C:23]([O:25][CH2:26][CH3:27])=[CH2:24])CCC, predict the reaction product. The product is: [CH2:26]([O:25][C:23]([C:2]1[CH:3]=[CH:4][CH:5]=[C:6]2[C:11]=1[N:10]=[C:9]([C:12]1[CH:17]=[CH:16][CH:15]=[CH:14][CH:13]=1)[CH:8]=[CH:7]2)=[CH2:24])[CH3:27].